From a dataset of Reaction yield outcomes from USPTO patents with 853,638 reactions. Predict the reaction yield, written as a fraction of the theoretical maximum amount of product (1.0 means a 100% yield; for example, 0.34 means a 34% yield). (1) The reactants are Cl[C:2]1[CH:7]=[CH:6][NH:5][C:4](=[O:8])[C:3]=1[C:9]1[NH:20][C:19]2[C:11](=[CH:12][C:13]3[CH2:14][N:15]([CH:22]4[CH2:27][CH2:26][N:25]([CH3:28])[CH2:24][CH2:23]4)[C:16](=[O:21])[C:17]=3[CH:18]=2)[N:10]=1.[NH2:29][CH2:30][CH2:31][NH:32][S:33]([C:36]1[CH:41]=[CH:40][CH:39]=[CH:38][C:37]=1[Br:42])(=[O:35])=[O:34].CCN(CC)CC. The catalyst is CCO. The product is [Br:42][C:37]1[CH:38]=[CH:39][CH:40]=[CH:41][C:36]=1[S:33]([NH:32][CH2:31][CH2:30][NH:29][C:2]1[CH:7]=[CH:6][NH:5][C:4](=[O:8])[C:3]=1[C:9]1[NH:20][C:19]2[C:11]([N:10]=1)=[CH:12][C:13]1[CH2:14][N:15]([CH:22]3[CH2:27][CH2:26][N:25]([CH3:28])[CH2:24][CH2:23]3)[C:16](=[O:21])[C:17]=1[CH:18]=2)(=[O:35])=[O:34]. The yield is 0.110. (2) The reactants are [CH:1]1[CH:2]=CC2N(O)N=NC=2[CH:6]=1.C([C:13]1[CH:14]=[C:15]2[C:19](=[CH:20][CH:21]=1)[N:18]([CH:22]1[CH2:27][CH2:26][CH2:25][CH2:24][O:23]1)[N:17]=[C:16]2[C:28]1[CH:29]=[C:30]([CH:34]=[CH:35][CH:36]=1)[C:31]([OH:33])=O)#N.CCN=C=[N:41][CH2:42][CH2:43][CH2:44][N:45]([CH3:47])C.Cl.[NH2:49][CH2:50]CN1CCCCC1. The catalyst is C1COCC1.CN(C=O)C. The product is [C:50]([CH:25]1[CH2:24][O:23][CH:22]([N:18]2[C:19]3[C:15](=[CH:14][CH:13]=[CH:21][CH:20]=3)[C:16]([C:28]3[CH:29]=[C:30]([C:31]([NH:41][CH2:42][CH2:43][CH:44]4[CH2:2][CH2:1][CH2:6][CH2:47][NH:45]4)=[O:33])[CH:34]=[CH:35][CH:36]=3)=[N:17]2)[CH2:27][CH2:26]1)#[N:49]. The yield is 0.910. (3) The reactants are [H-].[Na+].Cl[C:4]1[CH:9]=[C:8]([Cl:10])[N:7]=[C:6]([C:11]2[S:12][CH:13]=[C:14]([C:16]([F:19])([F:18])[F:17])[N:15]=2)[N:5]=1.[CH3:20][O:21][C:22]1[CH:29]=[CH:28][C:25]([CH2:26][OH:27])=[CH:24][CH:23]=1.C([O-])(O)=O.[Na+]. No catalyst specified. The product is [Cl:10][C:8]1[CH:9]=[C:4]([O:27][CH2:26][C:25]2[CH:28]=[CH:29][C:22]([O:21][CH3:20])=[CH:23][CH:24]=2)[N:5]=[C:6]([C:11]2[S:12][CH:13]=[C:14]([C:16]([F:19])([F:18])[F:17])[N:15]=2)[N:7]=1. The yield is 0.890. (4) The reactants are [NH2:1][C:2]1[NH:6][N:5]=[CH:4][C:3]=1[C:7]([C:9]1[S:10][CH:11]=[CH:12][CH:13]=1)=[O:8].[Cl:14][C:15]1[CH:20]=[CH:19][C:18]([C:21](=O)[CH:22]=[CH:23]N(C)C)=[CH:17][C:16]=1[N:28]([CH3:33])[S:29]([CH3:32])(=[O:31])=[O:30].C(OCC)(=O)C. The catalyst is C(O)(=O)C. The product is [Cl:14][C:15]1[CH:20]=[CH:19][C:18]([C:21]2[N:6]3[N:5]=[CH:4][C:3]([C:7]([C:9]4[S:10][CH:11]=[CH:12][CH:13]=4)=[O:8])=[C:2]3[N:1]=[CH:23][CH:22]=2)=[CH:17][C:16]=1[N:28]([CH3:33])[S:29]([CH3:32])(=[O:31])=[O:30]. The yield is 0.730. (5) The reactants are Cl.[CH3:2][O:3][C:4]1[CH:5]=[C:6]([CH:11]=[CH:12][C:13]=1[C:14]1[O:18][C:17]([CH3:19])=[N:16][CH:15]=1)[C:7]([NH:9][NH2:10])=[O:8].[Cl:20][CH2:21][CH2:22][CH2:23][CH:24]([C:28]1[CH:33]=[CH:32][CH:31]=[CH:30][C:29]=1[O:34][C:35]([F:38])([F:37])[F:36])[C:25](O)=O.C(N(CC)CC)C.P(C#N)(OCC)(OCC)=O.C(Cl)(Cl)(Cl)Cl.C1(P(C2C=CC=CC=2)C2C=CC=CC=2)C=CC=CC=1. The catalyst is CN(C=O)C.C(#N)C.O. The product is [Cl:20][CH2:21][CH2:22][CH2:23][CH:24]([C:25]1[O:8][C:7]([C:6]2[CH:11]=[CH:12][C:13]([C:14]3[O:18][C:17]([CH3:19])=[N:16][CH:15]=3)=[C:4]([O:3][CH3:2])[CH:5]=2)=[N:9][N:10]=1)[C:28]1[CH:33]=[CH:32][CH:31]=[CH:30][C:29]=1[O:34][C:35]([F:36])([F:37])[F:38]. The yield is 0.540.